From a dataset of Forward reaction prediction with 1.9M reactions from USPTO patents (1976-2016). Predict the product of the given reaction. (1) Given the reactants [C:1]([CH:5]1[CH2:10][CH2:9][CH:8]([O:11][C:12]2[CH:13]=[C:14]3[C:19](=[CH:20][CH:21]=2)[N:18]=[C:17]([C:22](=O)[CH3:23])[CH:16]=[CH:15]3)[CH2:7][CH2:6]1)([CH3:4])([CH3:3])[CH3:2].[CH3:25][C:26]([S@@:29]([NH2:31])=[O:30])([CH3:28])[CH3:27].C(Cl)Cl, predict the reaction product. The product is: [C:1]([C@H:5]1[CH2:10][CH2:9][C@H:8]([O:11][C:12]2[CH:13]=[C:14]3[C:19](=[CH:20][CH:21]=2)[N:18]=[C:17](/[C:22](=[N:31]\[S@@:29]([C:26]([CH3:28])([CH3:27])[CH3:25])=[O:30])/[CH3:23])[CH:16]=[CH:15]3)[CH2:7][CH2:6]1)([CH3:4])([CH3:3])[CH3:2]. (2) The product is: [C:22]([O:26][C:27]([NH:29][C@@H:30]1[CH2:35][CH2:34][CH2:33][CH2:32][C@@H:31]1[NH:36][C:10]1[C:9]2[C:4](=[CH:5][CH:6]=[C:7]([O:13][CH3:14])[CH:8]=2)[N:3]=[C:2]([Cl:1])[N:11]=1)=[O:28])([CH3:25])([CH3:23])[CH3:24]. Given the reactants [Cl:1][C:2]1[N:11]=[C:10](Cl)[C:9]2[C:4](=[CH:5][CH:6]=[C:7]([O:13][CH3:14])[CH:8]=2)[N:3]=1.C(N(CC)CC)C.[C:22]([O:26][C:27]([NH:29][C@@H:30]1[CH2:35][CH2:34][CH2:33][CH2:32][C@@H:31]1[NH2:36])=[O:28])([CH3:25])([CH3:24])[CH3:23], predict the reaction product. (3) Given the reactants CC([O-])(C)C.[K+].[O:7]1[CH2:12][CH2:11][CH2:10][CH2:9][CH:8]1[O:13][C:14]1[CH:31]=[CH:30][C:29]2[C@@H:28]3[C@H:19]([C@H:20]4[C@@:24]([CH2:26][CH2:27]3)([CH3:25])[C@@H:23]([O:32][CH:33]3[CH2:38][CH2:37][CH2:36][CH2:35][O:34]3)[CH2:22][CH2:21]4)[CH2:18][C:17](=[O:39])[C:16]=2[CH:15]=1.B(CC)(CC)CC.[CH2:47]([N:51]([CH3:65])[C:52](=[O:64])[CH2:53][CH2:54][CH2:55][CH2:56][CH2:57][CH2:58][CH2:59][CH2:60][CH2:61][CH2:62]I)[CH2:48][CH2:49][CH3:50], predict the reaction product. The product is: [CH2:47]([N:51]([CH3:65])[C:52](=[O:64])[CH2:53][CH2:54][CH2:55][CH2:56][CH2:57][CH2:58][CH2:59][CH2:60][CH2:61][CH2:62][C@@H:18]1[C:17](=[O:39])[C:16]2[CH:15]=[C:14]([O:13][CH:8]3[CH2:9][CH2:10][CH2:11][CH2:12][O:7]3)[CH:31]=[CH:30][C:29]=2[C@@H:28]2[C@@H:19]1[C@H:20]1[C@@:24]([CH2:26][CH2:27]2)([CH3:25])[C@@H:23]([O:32][CH:33]2[CH2:38][CH2:37][CH2:36][CH2:35][O:34]2)[CH2:22][CH2:21]1)[CH2:48][CH2:49][CH3:50]. (4) Given the reactants I[C:2]1[CH:21]=[CH:20][C:5]([C:6]([NH:8][C:9]2[S:10][C:11]3[CH:17]=[C:16]([O:18][CH3:19])[CH:15]=[CH:14][C:12]=3[N:13]=2)=[O:7])=[CH:4][CH:3]=1.CC(C)([O-])C.[Na+].[NH2:28][C:29]1[CH:34]=[CH:33][CH:32]=[CH:31][CH:30]=1, predict the reaction product. The product is: [CH3:19][O:18][C:16]1[CH:15]=[CH:14][C:12]2[N:13]=[C:9]([NH:8][C:6](=[O:7])[C:5]3[CH:20]=[CH:21][C:2]([NH:28][C:29]4[CH:34]=[CH:33][CH:32]=[CH:31][CH:30]=4)=[CH:3][CH:4]=3)[S:10][C:11]=2[CH:17]=1. (5) Given the reactants [S:1]1[CH:5]=[CH:4][N:3]=[C:2]1[C:6]1[CH:14]=[CH:13][CH:12]=[C:11]2[C:7]=1[CH2:8][C:9](=[O:15])[NH:10]2.[CH2:16]([O:18][C:19]([C:21]1[C:25]([CH2:26][CH2:27][CH2:28][N:29]2[CH2:34][CH2:33][N:32]([CH3:35])[CH2:31][CH2:30]2)=[C:24]([CH:36]=O)[NH:23][C:22]=1[CH3:38])=[O:20])[CH3:17], predict the reaction product. The product is: [CH2:16]([O:18][C:19]([C:21]1[C:25]([CH2:26][CH2:27][CH2:28][N:29]2[CH2:34][CH2:33][N:32]([CH3:35])[CH2:31][CH2:30]2)=[C:24]([CH:36]=[C:8]2[C:7]3[C:11](=[CH:12][CH:13]=[CH:14][C:6]=3[C:2]3[S:1][CH:5]=[CH:4][N:3]=3)[NH:10][C:9]2=[O:15])[NH:23][C:22]=1[CH3:38])=[O:20])[CH3:17]. (6) Given the reactants [NH2:1][C:2]1([CH2:8][N:9]2[C:13](=[O:14])/[C:12](=[CH:15]/[C:16]3[CH:17]=[C:18]4[C:22](=[CH:23][CH:24]=3)[N:21]([CH2:25][C:26]3[CH:31]=[CH:30][C:29]([Cl:32])=[CH:28][C:27]=3[C:33]([F:36])([F:35])[F:34])[N:20]=[CH:19]4)/[S:11][C:10]2=[O:37])[CH2:7][CH2:6][O:5][CH2:4][CH2:3]1.Cl[C:39]([O:41][CH3:42])=[O:40], predict the reaction product. The product is: [Cl:32][C:29]1[CH:30]=[CH:31][C:26]([CH2:25][N:21]2[C:22]3[C:18](=[CH:17][C:16](/[CH:15]=[C:12]4/[C:13](=[O:14])[N:9]([CH2:8][C:2]5([NH:1][C:39](=[O:40])[O:41][CH3:42])[CH2:7][CH2:6][O:5][CH2:4][CH2:3]5)[C:10](=[O:37])[S:11]/4)=[CH:24][CH:23]=3)[CH:19]=[N:20]2)=[C:27]([C:33]([F:36])([F:35])[F:34])[CH:28]=1. (7) Given the reactants [Cl:1][C:2]1[CH:3]=[CH:4][C:5]([CH3:9])=[C:6]([CH:8]=1)[NH2:7].Br.Br[CH:12]([C:14]1[CH:15]=[C:16]([C:31]([N:33]([CH3:35])[CH3:34])=[O:32])[CH:17]=[C:18]2[C:23]=1[O:22][C:21]([N:24]1[CH2:29][CH2:28][O:27][CH2:26][CH2:25]1)=[CH:20][C:19]2=[O:30])[CH3:13], predict the reaction product. The product is: [Cl:1][C:2]1[CH:3]=[CH:4][C:5]([CH3:9])=[C:6]([NH:7][CH:12]([C:14]2[CH:15]=[C:16]([C:31]([N:33]([CH3:35])[CH3:34])=[O:32])[CH:17]=[C:18]3[C:23]=2[O:22][C:21]([N:24]2[CH2:29][CH2:28][O:27][CH2:26][CH2:25]2)=[CH:20][C:19]3=[O:30])[CH3:13])[CH:8]=1. (8) Given the reactants C([O-])([O-])=O.[K+].[K+].Cl.[Br:8][C:9]1[CH:14]=[CH:13][C:12]([C@@H:15]2[CH2:17][C@H:16]2[NH2:18])=[CH:11][CH:10]=1.Br[CH2:20][C:21]([NH2:23])=[O:22], predict the reaction product. The product is: [Br:8][C:9]1[CH:10]=[CH:11][C:12]([C@@H:15]2[CH2:17][C@H:16]2[NH:18][CH2:20][C:21]([NH2:23])=[O:22])=[CH:13][CH:14]=1.